This data is from Drug-target binding data from BindingDB using IC50 measurements. The task is: Regression. Given a target protein amino acid sequence and a drug SMILES string, predict the binding affinity score between them. We predict pIC50 (pIC50 = -log10(IC50 in M); higher means more potent). Dataset: bindingdb_ic50. (1) The drug is O=C1N/C(=N\S(=O)(=O)c2ccccc2)S/C1=C1/C(=O)Nc2ccc([N+](=O)[O-])cc21. The target protein sequence is MKRKKILIVGAGFSGAVIGRQLAEKGHQVHIIDQRDHIGGNSYDARDSETNVMVHVYGPHIFHTDNESVWNYVNKHAEMMPYVNRVKATVNGQVFSLPINLHTINQFFSKTCSPDEARALIAEKGDSTIADPQTFEEQALRFIGKELYEAFFKGYTIKQWGMQPSELPASILKRLPVRFNYDDNYFNHKFQGMPKCGYTQMIKSILKHENIKVDLQREFIVDERTHYDHVFYSGPLDAFYGYQYGRLGYRTLDFKKFIYQGDYQGCAVMNYCSVDVPYTRITEHKYFSPWEQHDGSVCYKEYSRACEENDIPYYPIRQMGEMALLEKYLSLAENETNITFVGRLGTYRYLDMDVTIAEALKTAEVYLNSLTENQPMPVFTVSVR. The pIC50 is 4.8. (2) The compound is CNC(=O)c1c(-c2ccc(F)cc2)oc2cc(N(C)S(C)(=O)=O)c(-c3ccc4ncn(Cc5ccc(F)cn5)c(=O)c4c3)cc12. The target protein sequence is APITAYSQQTRGLLGCIITSLTGRDKNQVEGEVQVVSTATQSFLATCVNGVCWTVYHGAGSKTLAAPKGPITQMYTNVDQDLVGWPKPPGARSLTPCTCGSSDLYLVTRHADVIPVRRRGDSRGSLLSPRPVSYLKGSSGGPLLCPFGHAVGIFRAAVCTRGVAKAVDFVPVESMETTMRSPVFTDNSSPPAVPQSFQVAHLHAPTGSGKSTKVPAAYAAQGYKVLVLNPSVAATLGFGAYMSKAHGIDPNIRTGVRTITTGAPVTYSTYGKFLADGGCSGGAYDIIICDECHSTDSTTILGIGTVLDQAETAGARLVVLATATPPGSVTVPHPNIEEVALSNTGEIPFYGKAIPIEAIRGGRHLIFCHSKKKCDELAAKLSGLGINAVAYYRGLDVSVIPTIGDVVVVATDALMTGYTGDFDSVIDCNTCVTQTVDFSLDPTFTIETTTVPQDAVSRSQRRGRTGRGRRGIYRFVTPGERPSGMFDSSVLCECYDAGCA.... The pIC50 is 8.7. (3) The compound is COC(C(=O)O)c1c(C)nc2ccc(Br)cc2c1-c1ccc(Cl)cc1. The target protein sequence is MGARASVLSGGELDKWEKIRLRPGGKKQYKLKHIVWASRELERFAVNPGLLETSEGCRQILGQLQPSLQTGSEELRSLYNTIAVLYCVHQRIDVKDTKEALDKIEEEQNKSKKKAQQAAADTGNNSQVSQNYPIVQNLQGQMVHQAISPRTLNAWVKVVEEKAFSPEVIPMFSALSEGATPQDLNTMLNTVGGHQAAMQMLKETINEEAAEWDRLHPVHAGPIAPGQMREPRGSDIAGTTSTLQEQIGWMTHNPPIPVGEIYKRWIILGLNKIVRMYSPTSILDIRQGPKEPFRDYVDRFYKTLRAEQASQEVKNWMTETLLVQNANPDCKTILKALGPGATLEEMMTACQGVGGPGHKARVLAEAMSQVTNPATIMIQKGNFRNQRKTVKCFNCGKEGHIAKNCRAPRKKGCWKCGKEGHQMKDCTERQANFLREDLAFPQGKAREFSSEQTRANSPTRRELQVWGRDNNSLSEAGADRQGTVSFSFPQITLWQRPLVT.... The pIC50 is 3.6. (4) The target protein sequence is MNLSLSDLHRQVSRLVQQESGDCTGKLRGNVAANKETTFQGLTIASGARESEKVFAQTVLSHVANVVLTQEDTAKLLQSTVKHNLNNYDLRSVGNGNSVLVSLRSDQMTLQDAKVLLEAALRQESGARGHVSSHSHSALHAPGTPVREGLRSHLDPRTPPLPPRERPHTSGHHGAGEARATAPSTVSPYGPEARAELSSRLTTLRNTLAPATNDPRYLQACGGEKLNRFRDIQCCRQTAVRADLNANYIQVGNTRTIACQYPLQSQLESHFRMLAENRTPVLAVLASSSEIANQRFGMPDYFRQSGTYGSITVESKMTQQVGLGDGIMADMYTLTIREAGQKTISVPVVHVGNWPDQTAVSSEVTKALASLVDQTAETKRNMYESKGSSAVGDDSKLRPVIHCRAGVGRTAQLIGAMCMNDSRNSQLSVEDMVSQMRVQRNGIMVQKDEQLDVLIKLAEGQGRPLLNS. The pIC50 is 5.7. The drug is CC(C)C[C@H](CC(=O)[C@H](Cc1ccc(OCC(=O)O)cc1)NC(=O)[C@H](CCC(=O)OCc1ccccc1)NC(=O)OCC1c2ccccc2-c2ccccc21)C(N)=O. (5) The small molecule is NCCC[C@@H]1N[C@H](CNC(=O)/C=C/c2ccc(Br)cc2)CCN(CC(c2ccccc2)c2ccccc2)C1=O. The pIC50 is 7.0. The target protein (P33032) has sequence MNSSFHLHFLDLNLNATEGNLSGPNVKNKSSPCEDMGIAVEVFLTLGVISLLENILVIGAIVKNKNLHSPMYFFVCSLAVADMLVSMSSAWETITIYLLNNKHLVIADAFVRHIDNVFDSMICISVVASMCSLLAIAVDRYVTIFYALRYHHIMTARRSGAIIAGIWAFCTGCGIVFILYSESTYVILCLISMFFAMLFLLVSLYIHMFLLARTHVKRIAALPGASSARQRTSMQGAVTVTMLLGVFTVCWAPFFLHLTLMLSCPQNLYCSRFMSHFNMYLILIMCNSVMDPLIYAFRSQEMRKTFKEIICCRGFRIACSFPRRD. (6) The small molecule is CC(C)(C)NC(=O)c1cncn1C1CCN(c2ccc(-c3nnc(C(F)(F)F)o3)cc2)CC1. The target protein sequence is MSGGAAEKQSSTPGSLFLSPPAPAPKNGSSSDSSVGEKLGAAAADAVTGRTEEYRRRRHTMDKDSRGAAATTTTTEHRFFRRSVICDSNATALELPGLPLSLPQPSIPAAVPQSAPPEPHREETVTATATSQVAQQPPAAAAPGEQAVAGPAPSTVPSSTSKDRPVSQPSLVGSKEEPPPARSGSGGGSAKEPQEERSQQQDDIEELETKAVGMSNDGRFLKFDIEIGRGSFKTVYKGLDTETTVEVAWCELQDRKLTKSERQRFKEEAEMLKGLQHPNIVRFYDSWESTVKGKKCIVLVTELMTSGTLKTYLKRFKVMKIKVLRSWCRQILKGLQFLHTRTPPIIHRDLKCDNIFITGPTGSVKIGDLGLATLKRASFAKSVIGTPEFMAPEMYEEKYDESVDVYAFGMCMLEMATSEYPYSECQNAAQIYRRVTSGVKPASF. The pIC50 is 8.0. (7) The small molecule is CCC1(C)NC(=O)c2cc(S(=O)(=O)Nc3ccccc3Cl)ccc2NC1=O. The target protein (Q58HT5) has sequence MAHSKQPSHFQSLMLLQWPLSYLAIFWILQPLFVYLLFTSLWPLPVLYFAWLFLDWKTPERGGRRSAWVRNWCVWTHIRDYFPITILKTKDLSPEHNYLMGVHPHGLLTFGAFCNFCTEATGFSKTFPGITPHLATLSWFFKIPFVREYLMAKGVCSVSQPAINYLLSHGTGNLVGIVVGGVGEALQSVPNTTTLILQKRKGFVRTALQHGAHLVPTFTFGETEVYDQVLFHKDSRMYKFQSCFRRIFGFYCCVFYGQSFCQGSTGLLPYSRPIVTVVGEPLPLPQIEKPSQEMVDKYHALYMDALHKLFDQHKTHYGCSETQKLFFL. The pIC50 is 4.0.